Predict the reactants needed to synthesize the given product. From a dataset of Full USPTO retrosynthesis dataset with 1.9M reactions from patents (1976-2016). (1) Given the product [NH2:6][C:5]1[C:4]([C:9]([NH:20][CH2:19][C:18]2[CH:21]=[CH:22][C:15]([F:14])=[CH:16][CH:17]=2)=[O:10])=[CH:3][C:2]([I:1])=[N:13][CH:12]=1, predict the reactants needed to synthesize it. The reactants are: [I:1][C:2]1[N:13]=[CH:12][C:5]2[NH:6]C(=O)O[C:9](=[O:10])[C:4]=2[CH:3]=1.[F:14][C:15]1[CH:22]=[CH:21][C:18]([CH2:19][NH2:20])=[CH:17][CH:16]=1.C(Cl)Cl.O. (2) Given the product [OH:19][C:18]1[C:17]([NH:16][C:14](=[O:15])[C:13]2[CH:28]=[C:29]([CH3:30])[C:10]([O:9][CH3:8])=[C:11]([CH3:31])[CH:12]=2)=[C:23]([OH:24])[N:4]=[C:2]([S-:3])[N:1]=1.[Na+:7], predict the reactants needed to synthesize it. The reactants are: [NH2:1][C:2]([NH2:4])=[S:3].C[O-].[Na+:7].[CH3:8][O:9][C:10]1[C:29]([CH3:30])=[CH:28][C:13]([C:14]([NH:16][CH:17]([C:23](OCC)=[O:24])[C:18](OCC)=[O:19])=[O:15])=[CH:12][C:11]=1[CH3:31]. (3) Given the product [Br:1][C:2]1[CH:7]=[CH:6][C:5]([CH2:8][C:9]([OH:15])=[O:12])=[C:4]([F:11])[CH:3]=1, predict the reactants needed to synthesize it. The reactants are: [Br:1][C:2]1[CH:7]=[CH:6][C:5]([CH2:8][C:9]#N)=[C:4]([F:11])[CH:3]=1.[OH-:12].[Na+].C[OH:15]. (4) Given the product [Cl:17][C:18]1[C:22]([Cl:23])=[C:21]([CH3:24])[NH:20][C:19]=1[C:25]([NH:27][C@@H:28]1[CH2:33][CH2:32][N:31]([C:2]2[S:3][C:4]([C:13]([O:15][CH3:16])=[O:14])=[C:5]([C:7]3[N:11]([CH3:12])[N:10]=[CH:9][N:8]=3)[N:6]=2)[CH2:30][C@@H:29]1[O:34][CH2:35][CH:36]=[CH2:37])=[O:26], predict the reactants needed to synthesize it. The reactants are: Cl[C:2]1[S:3][C:4]([C:13]([O:15][CH3:16])=[O:14])=[C:5]([C:7]2[N:11]([CH3:12])[N:10]=[CH:9][N:8]=2)[N:6]=1.[Cl:17][C:18]1[C:22]([Cl:23])=[C:21]([CH3:24])[NH:20][C:19]=1[C:25]([NH:27][C@@H:28]1[CH2:33][CH2:32][NH:31][CH2:30][C@@H:29]1[O:34][CH2:35][CH:36]=[CH2:37])=[O:26].C(N(CC)C(C)C)(C)C.O. (5) Given the product [NH3:5].[CH:11]1[N:15]([C@@H:16]2[O:20][C@@H:19]3[CH2:21][O:22][P:23]([OH:26])([O:25][C@H:18]3[C@H:17]2[OH:27])=[O:24])[C:14]2[NH:28][C:29]([NH2:33])=[N:30][C:31](=[O:32])[C:13]=2[N:12]=1, predict the reactants needed to synthesize it. The reactants are: C[Si]([N-:5][Si](C)(C)C)(C)C.[K+].[CH:11]1[N:15]([C@@H:16]2[O:20][C@@H:19]3[CH2:21][O:22][P:23]([OH:26])([O:25][C@H:18]3[C@H:17]2[OH:27])=[O:24])[C:14]2[NH:28][C:29]([NH2:33])=[N:30][C:31](=[O:32])[C:13]=2[N:12]=1.C(OCC)(=O)C. (6) Given the product [C:1]([O:5][C:6]([O:8][CH2:9][C@@:10]1([C:23]#[C:24][Si:25]([CH3:26])([CH3:27])[CH3:28])[O:14][C@@H:13]([N:29]2[CH:37]=[C:35]([CH3:36])[C:33](=[O:34])[NH:32][C:30]2=[O:31])[CH:12]=[CH:11]1)=[O:7])([CH3:2])([CH3:3])[CH3:4], predict the reactants needed to synthesize it. The reactants are: [C:1]([O:5][C:6]([O:8][CH2:9][C@@:10]1([C:23]#[C:24][Si:25]([CH3:28])([CH3:27])[CH3:26])[O:14][C@@H:13](OC(OC(C)(C)C)=O)[CH:12]=[CH:11]1)=[O:7])([CH3:4])([CH3:3])[CH3:2].[NH:29]1[CH:37]=[C:35]([CH3:36])[C:33](=[O:34])[NH:32][C:30]1=[O:31]. (7) Given the product [O:51]1[C:52]2[CH:58]=[CH:57][CH:56]=[CH:55][C:53]=2[N:54]=[C:50]1[NH:49][C:40](=[O:42])[C@@H:39]([C:31]1[CH:32]=[CH:33][C:34]([S:35]([CH3:38])(=[O:36])=[O:37])=[C:29]([Cl:28])[CH:30]=1)[CH2:43][CH:44]1[CH2:48][CH2:47][CH2:46][CH2:45]1, predict the reactants needed to synthesize it. The reactants are: C1(P(C2C=CC=CC=2)C2C=CC=CC=2)C=CC=CC=1.BrN1C(=O)CCC1=O.[Cl:28][C:29]1[CH:30]=[C:31]([C@@H:39]([CH2:43][CH:44]2[CH2:48][CH2:47][CH2:46][CH2:45]2)[C:40]([OH:42])=O)[CH:32]=[CH:33][C:34]=1[S:35]([CH3:38])(=[O:37])=[O:36].[NH2:49][C:50]1[O:51][C:52]2[CH:58]=[CH:57][CH:56]=[CH:55][C:53]=2[N:54]=1.N1C=CC=CC=1.